From a dataset of Full USPTO retrosynthesis dataset with 1.9M reactions from patents (1976-2016). Predict the reactants needed to synthesize the given product. (1) The reactants are: [N+:1]([C:4]1[CH:40]=[CH:39][C:7]([O:8][C:9]2[CH:14]=[CH:13][C:12]([O:15][C:16]3[CH:21]=[CH:20][C:19]([N+:22]([O-])=O)=[CH:18][CH:17]=3)=[CH:11][C:10]=2[P:25](=[O:38])([C:32]2[CH:37]=[CH:36][CH:35]=[CH:34][CH:33]=2)[C:26]2[CH:31]=[CH:30][CH:29]=[CH:28][CH:27]=2)=[CH:6][CH:5]=1)([O-])=O. Given the product [NH2:1][C:4]1[CH:5]=[CH:6][C:7]([O:8][C:9]2[CH:14]=[CH:13][C:12]([O:15][C:16]3[CH:17]=[CH:18][C:19]([NH2:22])=[CH:20][CH:21]=3)=[CH:11][C:10]=2[P:25](=[O:38])([C:26]2[CH:31]=[CH:30][CH:29]=[CH:28][CH:27]=2)[C:32]2[CH:37]=[CH:36][CH:35]=[CH:34][CH:33]=2)=[CH:39][CH:40]=1, predict the reactants needed to synthesize it. (2) Given the product [CH2:24]([N:28]1[C:36]2[N:35]=[C:34]([Cl:37])[NH:33][C:32]=2[C:31](=[O:38])[N:30]([CH2:39][CH2:40][CH2:41][CH2:42][C:43]2[N:44]=[C:4]([C:3]3[C:7]([F:11])=[CH:8][CH:9]=[CH:10][C:2]=3[Cl:1])[O:6][N:46]=2)[C:29]1=[O:48])[CH2:25][CH2:26][CH3:27], predict the reactants needed to synthesize it. The reactants are: [Cl:1][C:2]1[CH:10]=[CH:9][CH:8]=[C:7]([F:11])[C:3]=1[C:4]([OH:6])=O.C1N=CN(C(N2C=NC=C2)=O)C=1.[CH2:24]([N:28]1[C:36]2[N:35]=[C:34]([Cl:37])[NH:33][C:32]=2[C:31](=[O:38])[N:30]([CH2:39][CH2:40][CH2:41][CH2:42]/[C:43](=[N:46]/[H])/[NH:44]O)[C:29]1=[O:48])[CH2:25][CH2:26][CH3:27]. (3) The reactants are: [NH2:1][C:2]([NH2:4])=[O:3].[C:5]([OH:13])(=[O:12])[CH:6]([CH2:8][C:9]([OH:11])=[O:10])[OH:7].N. Given the product [NH2:1][C:2]([NH2:4])=[O:3].[C:5]([OH:13])(=[O:12])[CH:6]([CH2:8][C:9]([OH:11])=[O:10])[OH:7], predict the reactants needed to synthesize it. (4) Given the product [N:43]1([CH2:48][CH2:49][CH2:50][CH2:51][NH:52][C:20]([C:5]2[C:6]3[S:10][CH:9]=[C:8]([CH2:11][O:12][C:13]4[CH:14]=[CH:15][C:16]([Br:19])=[CH:17][CH:18]=4)[C:7]=3[C:2]([NH2:1])=[N:3][CH:4]=2)=[O:21])[CH2:47][CH2:46][CH2:45][CH2:44]1, predict the reactants needed to synthesize it. The reactants are: [NH2:1][C:2]1[C:7]2[C:8]([CH2:11][O:12][C:13]3[CH:18]=[CH:17][C:16]([Br:19])=[CH:15][CH:14]=3)=[CH:9][S:10][C:6]=2[C:5]([C:20](O)=[O:21])=[CH:4][N:3]=1.O.ON1C2C=CC=CC=2N=N1.C(N=C=NC(C)C)(C)C.[N:43]1([CH2:48][CH2:49][CH2:50][CH2:51][NH2:52])[CH2:47][CH2:46][CH2:45][CH2:44]1. (5) Given the product [CH:1]1([N:7]2[C:11]([C:12]3[CH:17]=[CH:16][CH:15]=[CH:14][CH:13]=3)=[C:10]([C:18]3[N:19]=[C:22]([C:23]4[CH:24]=[N:25][CH:26]=[CH:27][CH:28]=4)[O:21][N:20]=3)[CH:9]=[N:8]2)[CH2:2][CH2:3][CH2:4][CH2:5][CH2:6]1, predict the reactants needed to synthesize it. The reactants are: [CH:1]1([N:7]2[C:11]([C:12]3[CH:17]=[CH:16][CH:15]=[CH:14][CH:13]=3)=[C:10]([C:18](=[N:20][OH:21])[NH2:19])[CH:9]=[N:8]2)[CH2:6][CH2:5][CH2:4][CH2:3][CH2:2]1.[C:22](OC)(=O)[C:23]1[CH:28]=[CH:27][CH:26]=[N:25][CH:24]=1. (6) Given the product [CH3:18][C:19]1[CH:20]=[C:21]([N:25]([C:7]2[CH:6]=[CH:5][C:4]3[N:3]([CH2:1][CH3:2])[C:15]4[C:10]([C:9]=3[CH:8]=2)=[CH:11][C:12]([N:3]([C:4]2[CH:9]=[CH:8][CH:7]=[CH:6][CH:5]=2)[C:42]2[CH:43]=[CH:44][CH:45]=[C:40]([CH3:46])[CH:41]=2)=[CH:13][CH:14]=4)[C:26]2[CH:31]=[CH:30][CH:29]=[CH:28][CH:27]=2)[CH:22]=[CH:23][CH:24]=1, predict the reactants needed to synthesize it. The reactants are: [CH2:1]([N:3]1[C:15]2[CH:14]=[CH:13][C:12](Br)=[CH:11][C:10]=2[C:9]2[C:4]1=[CH:5][CH:6]=[C:7](Br)[CH:8]=2)[CH3:2].[CH3:18][C:19]1[CH:20]=[C:21]([NH:25][C:26]2[CH:31]=[CH:30][CH:29]=[CH:28][CH:27]=2)[CH:22]=[CH:23][CH:24]=1.P([O-])([O-])([O-])=O.[K+].[K+].[K+].[C:40]1([CH3:46])[CH:45]=[CH:44][CH:43]=[CH:42][CH:41]=1.